From a dataset of NCI-60 drug combinations with 297,098 pairs across 59 cell lines. Regression. Given two drug SMILES strings and cell line genomic features, predict the synergy score measuring deviation from expected non-interaction effect. (1) Drug 1: B(C(CC(C)C)NC(=O)C(CC1=CC=CC=C1)NC(=O)C2=NC=CN=C2)(O)O. Drug 2: CC1C(C(CC(O1)OC2CC(CC3=C2C(=C4C(=C3O)C(=O)C5=CC=CC=C5C4=O)O)(C(=O)C)O)N)O. Cell line: MALME-3M. Synergy scores: CSS=89.8, Synergy_ZIP=6.25, Synergy_Bliss=5.14, Synergy_Loewe=6.26, Synergy_HSA=7.45. (2) Drug 1: COC1=CC(=CC(=C1O)OC)C2C3C(COC3=O)C(C4=CC5=C(C=C24)OCO5)OC6C(C(C7C(O6)COC(O7)C8=CC=CS8)O)O. Drug 2: C1=C(C(=O)NC(=O)N1)F. Cell line: 786-0. Synergy scores: CSS=39.2, Synergy_ZIP=-8.27, Synergy_Bliss=-7.85, Synergy_Loewe=-4.90, Synergy_HSA=-2.42. (3) Drug 1: COC1=CC(=CC(=C1O)OC)C2C3C(COC3=O)C(C4=CC5=C(C=C24)OCO5)OC6C(C(C7C(O6)COC(O7)C8=CC=CS8)O)O. Drug 2: C1=CN(C=N1)CC(O)(P(=O)(O)O)P(=O)(O)O. Cell line: HCT-15. Synergy scores: CSS=-1.43, Synergy_ZIP=-12.2, Synergy_Bliss=-26.6, Synergy_Loewe=-64.7, Synergy_HSA=-28.1.